Dataset: Catalyst prediction with 721,799 reactions and 888 catalyst types from USPTO. Task: Predict which catalyst facilitates the given reaction. (1) Reactant: I[C:2]1[CH:20]=[CH:19][C:5]([O:6][C:7]2[CH:12]=[CH:11][C:10]([N:13]3[CH2:18][CH2:17][O:16][CH2:15][CH2:14]3)=[CH:9][CH:8]=2)=[CH:4][CH:3]=1.[S:21]1[CH:25]=[CH:24][C:23](B(O)O)=[CH:22]1.C(=O)([O-])[O-].[K+].[K+].CC(O)C. Product: [S:21]1[CH:25]=[CH:24][C:23]([C:2]2[CH:20]=[CH:19][C:5]([O:6][C:7]3[CH:12]=[CH:11][C:10]([N:13]4[CH2:18][CH2:17][O:16][CH2:15][CH2:14]4)=[CH:9][CH:8]=3)=[CH:4][CH:3]=2)=[CH:22]1. The catalyst class is: 386. (2) Reactant: [F:1][C:2]([F:30])([F:29])[O:3][C:4]1[CH:28]=[CH:27][C:7]([CH2:8][O:9][CH:10](OCC2C=CC=CC=2)[C:11]2[O:15][N:14]=[C:13]([C:16]([OH:18])=O)[CH:12]=2)=[CH:6][CH:5]=1.C(N(CC)CC)C.Cl.C(N=C=NCCCN(C)C)C.ON1C2C=CC=CC=2N=N1.[O:60]1[CH2:65][CH2:64][CH:63]([CH2:66][NH2:67])[CH2:62][CH2:61]1. Product: [O:60]1[CH2:65][CH2:64][CH:63]([CH2:66][NH:67][C:16]([C:13]2[CH:12]=[C:11]([CH2:10][O:9][CH2:8][C:7]3[CH:6]=[CH:5][C:4]([O:3][C:2]([F:1])([F:29])[F:30])=[CH:28][CH:27]=3)[O:15][N:14]=2)=[O:18])[CH2:62][CH2:61]1. The catalyst class is: 408.